This data is from Full USPTO retrosynthesis dataset with 1.9M reactions from patents (1976-2016). The task is: Predict the reactants needed to synthesize the given product. Given the product [CH:27]1([N:32]2[CH:36]=[C:35]([C:2]3[N:11]=[C:10]([NH:12][CH2:13][C@H:14]4[CH2:19][CH2:18][CH2:17][N:16]([C:20]([O:22][C:23]([CH3:26])([CH3:25])[CH3:24])=[O:21])[CH2:15]4)[C:5]4=[N:6][CH:7]=[CH:8][N:9]=[C:4]4[CH:3]=3)[CH:34]=[N:33]2)[CH2:31][CH2:30][CH2:29][CH2:28]1, predict the reactants needed to synthesize it. The reactants are: Cl[C:2]1[N:11]=[C:10]([NH:12][CH2:13][C@H:14]2[CH2:19][CH2:18][CH2:17][N:16]([C:20]([O:22][C:23]([CH3:26])([CH3:25])[CH3:24])=[O:21])[CH2:15]2)[C:5]2=[N:6][CH:7]=[CH:8][N:9]=[C:4]2[CH:3]=1.[CH:27]1([N:32]2[CH:36]=[C:35](B3OC(C)(C)C(C)(C)O3)[CH:34]=[N:33]2)[CH2:31][CH2:30][CH2:29][CH2:28]1.C(=O)([O-])[O-].[Cs+].[Cs+].